Dataset: NCI-60 drug combinations with 297,098 pairs across 59 cell lines. Task: Regression. Given two drug SMILES strings and cell line genomic features, predict the synergy score measuring deviation from expected non-interaction effect. (1) Drug 1: CN(C)N=NC1=C(NC=N1)C(=O)N. Drug 2: CC=C1C(=O)NC(C(=O)OC2CC(=O)NC(C(=O)NC(CSSCCC=C2)C(=O)N1)C(C)C)C(C)C. Cell line: HS 578T. Synergy scores: CSS=57.6, Synergy_ZIP=1.22, Synergy_Bliss=1.15, Synergy_Loewe=-35.4, Synergy_HSA=0.908. (2) Drug 2: C1=NC(=NC(=O)N1C2C(C(C(O2)CO)O)O)N. Cell line: SNB-75. Synergy scores: CSS=0.0120, Synergy_ZIP=1.58, Synergy_Bliss=2.42, Synergy_Loewe=0.158, Synergy_HSA=0.242. Drug 1: CC12CCC(CC1=CCC3C2CCC4(C3CC=C4C5=CN=CC=C5)C)O.